Dataset: Reaction yield outcomes from USPTO patents with 853,638 reactions. Task: Predict the reaction yield, written as a fraction of the theoretical maximum amount of product (1.0 means a 100% yield; for example, 0.34 means a 34% yield). (1) The reactants are [C:1]([O:5][C:6]([N:8]1[C:13]2[CH:14]=[C:15]([Cl:24])[C:16]([N+:21]([O-])=O)=[C:17]([N+:18]([O-])=O)[C:12]=2[O:11][CH:10]([C:25]([N:27]2[CH2:32][CH2:31][C:30]([C:41]#[N:42])([CH2:33][C:34]3[CH:39]=[CH:38][C:37]([F:40])=[CH:36][CH:35]=3)[CH2:29][CH2:28]2)=[O:26])[CH2:9]1)=[O:7])([CH3:4])([CH3:3])[CH3:2].[NH4+].[Cl-]. The catalyst is CO.O.[Zn]. The product is [C:1]([O:5][C:6]([N:8]1[C:13]2[CH:14]=[C:15]([Cl:24])[C:16]([NH2:21])=[C:17]([NH2:18])[C:12]=2[O:11][CH:10]([C:25]([N:27]2[CH2:32][CH2:31][C:30]([C:41]#[N:42])([CH2:33][C:34]3[CH:35]=[CH:36][C:37]([F:40])=[CH:38][CH:39]=3)[CH2:29][CH2:28]2)=[O:26])[CH2:9]1)=[O:7])([CH3:4])([CH3:2])[CH3:3]. The yield is 0.740. (2) The reactants are [Cl:1][C:2]1[CH:3]=[C:4]([C:13]2[N:17]=[CH:16][N:15](/[CH:18]=[CH:19]\[C:20]([O:22]C(C)C)=[O:21])[N:14]=2)[CH:5]=[C:6]([O:8][C:9]([F:12])([F:11])[F:10])[CH:7]=1.[Li+].[OH-].C(OCC)(=O)C. The catalyst is C1COCC1.O.CCCCCC. The product is [Cl:1][C:2]1[CH:3]=[C:4]([C:13]2[N:17]=[CH:16][N:15](/[CH:18]=[CH:19]\[C:20]([OH:22])=[O:21])[N:14]=2)[CH:5]=[C:6]([O:8][C:9]([F:12])([F:11])[F:10])[CH:7]=1. The yield is 0.932. (3) The yield is 1.00. The product is [NH2:12][C:5]1[CH:4]=[CH:3][C:2]([F:1])=[CH:11][C:6]=1[C:7]([NH:9][CH3:10])=[O:8]. The reactants are [F:1][C:2]1[CH:3]=[CH:4][C:5]([N+:12]([O-])=O)=[C:6]([CH:11]=1)[C:7]([NH:9][CH3:10])=[O:8].[H][H]. The catalyst is [Pd].CO. (4) The reactants are [Cl-].[NH4+].[CH3:3][O:4][C:5]1[CH:28]=[CH:27][C:8]([CH2:9][N:10]2[C:14]3=[N:15][CH:16]=[C:17]([N+:19]([O-])=O)[CH:18]=[C:13]3[C:12]([O:22][CH2:23][CH2:24][O:25][CH3:26])=[N:11]2)=[CH:7][CH:6]=1. The catalyst is CCO.O.CCOC(C)=O.O.[Fe]. The product is [CH3:3][O:4][C:5]1[CH:6]=[CH:7][C:8]([CH2:9][N:10]2[C:14]3=[N:15][CH:16]=[C:17]([NH2:19])[CH:18]=[C:13]3[C:12]([O:22][CH2:23][CH2:24][O:25][CH3:26])=[N:11]2)=[CH:27][CH:28]=1. The yield is 0.920. (5) The catalyst is C(Cl)(Cl)Cl. The yield is 0.540. The product is [CH3:59][N:39]([CH3:38])[CH:40]1[CH2:45][CH2:44][N:43]([C:46](=[O:58])[CH2:47][CH2:48][C:49]2[N:50]([CH2:54][C:55]([O:37][CH:34]3[CH2:36][CH2:35]3)=[O:56])[CH:51]=[CH:52][N:53]=2)[CH2:42][CH2:41]1. The reactants are C(N(C(C)C)CC)(C)C.CN(C(ON1N=NC2C=CC=CC1=2)=[N+](C)C)C.F[P-](F)(F)(F)(F)F.[CH:34]1([OH:37])[CH2:36][CH2:35]1.[CH3:38][N:39]([CH3:59])[CH:40]1[CH2:45][CH2:44][N:43]([C:46](=[O:58])[CH2:47][CH2:48][C:49]2[N:50]([CH2:54][C:55](O)=[O:56])[CH:51]=[CH:52][N:53]=2)[CH2:42][CH2:41]1.Cl. (6) The reactants are [CH3:1][O:2][C:3](=[O:34])[C@H:4]([NH:23][C:24]([O:26][CH2:27][C:28]1[CH:33]=[CH:32][CH:31]=[CH:30][CH:29]=1)=[O:25])[CH2:5][C:6]1[CH:11]=[C:10]([CH3:12])[C:9]([NH:13][C:14]([O:16][C:17]([CH3:20])([CH3:19])[CH3:18])=[O:15])=[CH:8][C:7]=1[CH2:21]O.C(N(CC)CC)C.CS([Cl:46])(=O)=O. The catalyst is ClCCl. The product is [CH3:1][O:2][C:3](=[O:34])[C@H:4]([NH:23][C:24]([O:26][CH2:27][C:28]1[CH:33]=[CH:32][CH:31]=[CH:30][CH:29]=1)=[O:25])[CH2:5][C:6]1[CH:11]=[C:10]([CH3:12])[C:9]([NH:13][C:14]([O:16][C:17]([CH3:20])([CH3:19])[CH3:18])=[O:15])=[CH:8][C:7]=1[CH2:21][Cl:46]. The yield is 0.910. (7) The reactants are [F:1][C:2]1[CH:9]=[C:8]([C:10]2[C:18]3[C:13](=[CH:14][C:15]([N+:19]([O-:21])=[O:20])=[CH:16][CH:17]=3)[NH:12][CH:11]=2)[CH:7]=[CH:6][C:3]=1[C:4]#[N:5].C(=O)([O-])[O-].[Cs+].[Cs+].CN(C)C=O.[C:33]([CH:35](OS(C1C=CC(C)=CC=1)(=O)=O)[CH3:36])#[N:34]. The catalyst is O.[Cl-].[Na+].O.C(OCC)(=O)C. The product is [C:33]([CH:35]([CH3:36])[N:12]1[C:13]2[C:18](=[CH:17][CH:16]=[C:15]([N+:19]([O-:21])=[O:20])[CH:14]=2)[C:10]([C:8]2[CH:7]=[CH:6][C:3]([C:4]#[N:5])=[C:2]([F:1])[CH:9]=2)=[CH:11]1)#[N:34]. The yield is 0.470.